This data is from Reaction yield outcomes from USPTO patents with 853,638 reactions. The task is: Predict the reaction yield, written as a fraction of the theoretical maximum amount of product (1.0 means a 100% yield; for example, 0.34 means a 34% yield). (1) The reactants are O=P12OP3(OP(OP(O3)(O1)=O)(=O)O2)=O.CS(O)(=O)=O.[Br:20][C:21]1[CH:35]=[CH:34][CH:33]=[C:32]([F:36])[C:22]=1[C:23]([NH:25][CH2:26][CH:27]([O:30]C)OC)=O.C([O-])(O)=O.[Na+]. The catalyst is C(Cl)Cl. The product is [Br:20][C:21]1[CH:35]=[CH:34][CH:33]=[C:32]([F:36])[C:22]=1[C:23]1[O:30][CH:27]=[CH:26][N:25]=1. The yield is 0.820. (2) The reactants are [C:1]([N:4]1[C@@H:10]([CH3:11])[C@H:9]([NH:12][C:13](=[O:25])[C@@H:14]([N:16](C)[C:17](=O)OC(C)(C)C)[CH3:15])[C:8](=[O:26])[N:7]([CH2:27][C:28]2[CH:29]=[C:30]([C:36]3[CH:41]=[CH:40][CH:39]=[CH:38][CH:37]=3)[CH:31]=[CH:32][C:33]=2[O:34][CH3:35])[C:6]2[CH:42]=[CH:43][C:44]([C:46]#[N:47])=[CH:45][C:5]1=2)(=[O:3])[CH3:2].[ClH:48]. The catalyst is O1CCOCC1.CCOCC. The product is [ClH:48].[C:1]([N:4]1[C@@H:10]([CH3:11])[C@H:9]([NH:12][C:13](=[O:25])[C@@H:14]([NH:16][CH3:17])[CH3:15])[C:8](=[O:26])[N:7]([CH2:27][C:28]2[CH:29]=[C:30]([C:36]3[CH:41]=[CH:40][CH:39]=[CH:38][CH:37]=3)[CH:31]=[CH:32][C:33]=2[O:34][CH3:35])[C:6]2[CH:42]=[CH:43][C:44]([C:46]#[N:47])=[CH:45][C:5]1=2)(=[O:3])[CH3:2]. The yield is 0.870. (3) The reactants are [CH2:1]([O:3][C:4](=[O:17])[C:5]([CH3:16])([CH2:11][CH2:12][CH:13]([CH3:15])[CH3:14])[C:6](OCC)=[O:7])[CH3:2].[H-].C([Al+]CC(C)C)C(C)C.C1(C)C=CC=CC=1. The catalyst is ClCCl. The product is [CH2:1]([O:3][C:4](=[O:17])[C:5]([CH:6]=[O:7])([CH3:16])[CH2:11][CH2:12][CH:13]([CH3:14])[CH3:15])[CH3:2]. The yield is 0.360. (4) The reactants are [NH:1]1[C:5]2[CH:6]=[CH:7][CH:8]=[CH:9][C:4]=2[N:3]=[C:2]1[C:10]1[C:11]([NH2:22])=[N:12][CH:13]=[C:14]([N:16]2[CH2:21][CH2:20][NH:19][CH2:18][CH2:17]2)[N:15]=1.CCN(CC)CC.[CH2:30]([S:32](Cl)(=[O:34])=[O:33])[CH3:31]. The catalyst is C(Cl)Cl. The product is [NH:1]1[C:5]2[CH:6]=[CH:7][CH:8]=[CH:9][C:4]=2[N:3]=[C:2]1[C:10]1[C:11]([NH2:22])=[N:12][CH:13]=[C:14]([N:16]2[CH2:17][CH2:18][N:19]([S:32]([CH2:30][CH3:31])(=[O:34])=[O:33])[CH2:20][CH2:21]2)[N:15]=1. The yield is 0.650. (5) The catalyst is CN(C)C=O. The reactants are [Cl:1][C:2]1[CH:7]=[C:6]([O:8][C:9]2[C:18]3[C:13](=[CH:14][C:15]([OH:21])=[C:16]([O:19][CH3:20])[CH:17]=3)[N:12]=[CH:11][N:10]=2)[CH:5]=[CH:4][C:3]=1[NH:22][C:23]([NH:25][CH2:26][CH2:27][CH3:28])=[O:24].C(=O)([O-])[O-].[K+].[K+].Br[CH2:36][CH2:37][CH2:38][OH:39]. The product is [Cl:1][C:2]1[CH:7]=[C:6]([O:8][C:9]2[C:18]3[C:13](=[CH:14][C:15]([O:21][CH2:36][CH2:37][CH2:38][OH:39])=[C:16]([O:19][CH3:20])[CH:17]=3)[N:12]=[CH:11][N:10]=2)[CH:5]=[CH:4][C:3]=1[NH:22][C:23]([NH:25][CH2:26][CH2:27][CH3:28])=[O:24]. The yield is 0.400.